This data is from Forward reaction prediction with 1.9M reactions from USPTO patents (1976-2016). The task is: Predict the product of the given reaction. (1) Given the reactants [Br:1][C:2]1[CH:3]=[N:4][C:5]2[N:6]([N:8]=[C:9]([C:11]([OH:13])=O)[CH:10]=2)[CH:7]=1.[CH3:14][N:15]1[C:20]2[CH:21]=[CH:22][NH:23][C:19]=2[CH2:18][CH2:17][NH:16]1, predict the reaction product. The product is: [Br:1][C:2]1[CH:3]=[N:4][C:5]2[N:6]([N:8]=[C:9]([C:11]([N:16]3[CH2:17][CH2:18][C:19]4[NH:23][CH:22]=[CH:21][C:20]=4[N:15]3[CH3:14])=[O:13])[CH:10]=2)[CH:7]=1. (2) Given the reactants [CH3:1][N:2]1[CH2:8][CH2:7][C:6]2[CH:9]=[C:10]([N+:13]([O-])=O)[CH:11]=[CH:12][C:5]=2[CH2:4][CH2:3]1.[H][H], predict the reaction product. The product is: [CH3:1][N:2]1[CH2:8][CH2:7][C:6]2[CH:9]=[C:10]([NH2:13])[CH:11]=[CH:12][C:5]=2[CH2:4][CH2:3]1. (3) Given the reactants [CH2:1](Br)[C:2]([CH2:7]Br)([CH2:5]Br)[CH2:3]Br.[OH:10][C:11]1[CH:12]=[C:13]([CH:16]=[CH:17][CH:18]=1)[CH:14]=[O:15].[C:19](=[O:22])([O-])[O-].[K+].[K+].[I-].[Na+], predict the reaction product. The product is: [CH:14]([C:13]1[CH:12]=[C:11]([CH:18]=[CH:17][CH:16]=1)[O:10][CH2:1][C:2]([CH2:7][O:10][C:11]1[CH:12]=[CH:13][CH:16]=[C:17]([CH:19]=[O:22])[CH:18]=1)([CH2:5][O:10][C:11]1[CH:18]=[CH:17][CH:16]=[C:13]([CH:14]=[O:15])[CH:12]=1)[CH2:3][O:10][C:11]1[CH:18]=[CH:17][CH:16]=[C:13]([CH:14]=[O:15])[CH:12]=1)=[O:15]. (4) Given the reactants [CH:1]([C:4]1[C:8]([CH2:9][CH2:10][CH2:11][CH2:12][OH:13])=[CH:7][N:6]([C:14]2[CH:19]=[CH:18][C:17]([C:20]([F:23])([F:22])[F:21])=[CH:16][N:15]=2)[N:5]=1)([CH3:3])[CH3:2].O[C:25]1[CH:30]=[CH:29][C:28]([CH2:31][CH2:32][C:33]([O:35]C)=[O:34])=[CH:27][CH:26]=1.C(P(CCCC)CCCC)CCC.N(C(N1CCCCC1)=O)=NC(N1CCCCC1)=O, predict the reaction product. The product is: [CH:1]([C:4]1[C:8]([CH2:9][CH2:10][CH2:11][CH2:12][O:13][C:25]2[CH:30]=[CH:29][C:28]([CH2:31][CH2:32][C:33]([OH:35])=[O:34])=[CH:27][CH:26]=2)=[CH:7][N:6]([C:14]2[CH:19]=[CH:18][C:17]([C:20]([F:22])([F:21])[F:23])=[CH:16][N:15]=2)[N:5]=1)([CH3:3])[CH3:2]. (5) Given the reactants [Cl:1][C:2]1[CH:8]=[CH:7][C:5]([NH2:6])=[CH:4][CH:3]=1.B(Cl)(Cl)Cl.[C:13]([C:15]1[CH:20]=[CH:19][N:18]=[CH:17][CH:16]=1)#N.[Al+3].[Cl-].[Cl-].[Cl-].Cl.[OH-:26].[Na+], predict the reaction product. The product is: [NH2:6][C:5]1[CH:7]=[CH:8][C:2]([Cl:1])=[CH:3][C:4]=1[C:13]([C:15]1[CH:20]=[CH:19][N:18]=[CH:17][CH:16]=1)=[O:26]. (6) Given the reactants C(C1OC=CC=1)(=O)C.[NH:9]1[CH:13]=[CH:12][CH:11]=[C:10]1[C:14](=[O:16])[CH3:15].[Cl:17][C:18]1[CH:36]=[CH:35][C:21]([CH2:22][N:23]2[C:31]3[C:26](=[CH:27][C:28](F)=[CH:29][CH:30]=3)[C:25](=[O:33])[C:24]2=[O:34])=[CH:20][CH:19]=1.ClC1C=CC(CN2C3C(=CC=CC=3)C(=O)C2=O)=CC=1, predict the reaction product. The product is: [Cl:17][C:18]1[CH:19]=[CH:20][C:21]([CH2:22][N:23]2[C:31]3[C:26](=[CH:27][CH:28]=[CH:29][CH:30]=3)[C:25]([OH:33])([CH2:15][C:14](=[O:16])[C:10]3[NH:9][CH:13]=[CH:12][CH:11]=3)[C:24]2=[O:34])=[CH:35][CH:36]=1. (7) Given the reactants FC(F)(F)[C:3]([OH:5])=O.[NH2:8][CH2:9][C:10]1[CH:36]=[C:35]([F:37])[CH:34]=[CH:33][C:11]=1[CH2:12][O:13][C:14]1[CH:19]=[C:18]([CH3:20])[N:17]([C:21]2[CH:22]=[C:23]([CH:28]=[CH:29][C:30]=2[CH3:31])[C:24]([O:26][CH3:27])=[O:25])[C:16](=[O:32])[CH:15]=1.CN1CCOCC1.[CH:45]1([NH2:49])[CH2:48][CH2:47][CH2:46]1, predict the reaction product. The product is: [CH:45]1([NH:49][C:3]([NH:8][CH2:9][C:10]2[CH:36]=[C:35]([F:37])[CH:34]=[CH:33][C:11]=2[CH2:12][O:13][C:14]2[CH:19]=[C:18]([CH3:20])[N:17]([C:21]3[CH:22]=[C:23]([CH:28]=[CH:29][C:30]=3[CH3:31])[C:24]([O:26][CH3:27])=[O:25])[C:16](=[O:32])[CH:15]=2)=[O:5])[CH2:48][CH2:47][CH2:46]1. (8) Given the reactants [OH-].[K+].C[O:4][C:5](=[O:41])[C@@H:6]([N:28]1[C:40]2[CH:39]=[CH:38][CH:37]=[CH:36][C:35]=2[C:34]2[C:29]1=[CH:30][CH:31]=[CH:32][CH:33]=2)[CH2:7][CH2:8][CH2:9][CH2:10][NH:11][C:12](=[O:27])[C:13]1[CH:18]=[CH:17][C:16]([C:19](=[O:26])[C:20]2[CH:25]=[CH:24][CH:23]=[CH:22][CH:21]=2)=[CH:15][CH:14]=1.C1(C)C=CC=CC=1.Cl, predict the reaction product. The product is: [C:19]([C:16]1[CH:15]=[CH:14][C:13]([C:12]([NH:11][CH2:10][CH2:9][CH2:8][CH2:7][C@H:6]([N:28]2[C:40]3[CH:39]=[CH:38][CH:37]=[CH:36][C:35]=3[C:34]3[C:29]2=[CH:30][CH:31]=[CH:32][CH:33]=3)[C:5]([OH:41])=[O:4])=[O:27])=[CH:18][CH:17]=1)(=[O:26])[C:20]1[CH:25]=[CH:24][CH:23]=[CH:22][CH:21]=1. (9) Given the reactants [OH:1][C:2]1[CH2:7][CH2:6][N:5]([CH:8]([C:10]2([CH3:13])[CH2:12][CH2:11]2)[CH3:9])[C:4](=[O:14])[C:3]=1[C:15]#[N:16].O1CCC[CH2:18]1.[H-].[Na+].S(OC)(OC)(=O)=O, predict the reaction product. The product is: [CH3:18][O:1][C:2]1[CH2:7][CH2:6][N:5]([CH:8]([C:10]2([CH3:13])[CH2:12][CH2:11]2)[CH3:9])[C:4](=[O:14])[C:3]=1[C:15]#[N:16]. (10) Given the reactants [NH2:1][C:2]1[N:6]=[CH:5][NH:4][N:3]=1.[C:7]([N+:11]#[C-:12])([CH3:10])([CH3:9])[CH3:8].[CH:13](=O)[C:14]1[O:18][CH:17]=[CH:16][CH:15]=1, predict the reaction product. The product is: [C:7]([NH:11][C:12]1[N:3]2[NH:4][CH:5]=[N:6][C:2]2=[N:1][C:13]=1[C:14]1[O:18][CH:17]=[CH:16][CH:15]=1)([CH3:10])([CH3:9])[CH3:8].